Dataset: Reaction yield outcomes from USPTO patents with 853,638 reactions. Task: Predict the reaction yield, written as a fraction of the theoretical maximum amount of product (1.0 means a 100% yield; for example, 0.34 means a 34% yield). (1) The reactants are [CH2:1]([C:3]1[C:12]([C:13]2[S:17][C:16]([C:18]3[CH:19]=[CH:20][C:21]([O:26][CH:27]([CH3:29])[CH3:28])=[C:22]([CH:25]=3)[C:23]#[N:24])=[N:15][CH:14]=2)=[CH:11][CH:10]=[C:9]2[C:4]=1[CH2:5][CH2:6][NH:7][CH2:8]2)[CH3:2].CCN(CC)CC.CC1(C)[O:43][CH2:42][C:41](=O)[CH2:40][O:39]1.C(O[BH-](OC(=O)C)OC(=O)C)(=O)C.[Na+]. The catalyst is ClCCl.O. The product is [CH2:1]([C:3]1[C:12]([C:13]2[S:17][C:16]([C:18]3[CH:19]=[CH:20][C:21]([O:26][CH:27]([CH3:28])[CH3:29])=[C:22]([CH:25]=3)[C:23]#[N:24])=[N:15][CH:14]=2)=[CH:11][CH:10]=[C:9]2[C:4]=1[CH2:5][CH2:6][N:7]([CH:41]([CH2:42][OH:43])[CH2:40][OH:39])[CH2:8]2)[CH3:2]. The yield is 0.350. (2) The reactants are CO[CH:3](OC)[N:4]([CH3:6])[CH3:5].[CH3:9][O:10][C:11]1[CH:28]=[CH:27][C:14]([CH2:15][N:16]2[N:20]=[N:19][C:18]([CH2:21][C:22]([O:24][CH2:25][CH3:26])=[O:23])=[N:17]2)=[CH:13][CH:12]=1. No catalyst specified. The product is [CH3:6][N:4]([CH3:5])[CH:3]=[C:21]([C:18]1[N:19]=[N:20][N:16]([CH2:15][C:14]2[CH:13]=[CH:12][C:11]([O:10][CH3:9])=[CH:28][CH:27]=2)[N:17]=1)[C:22]([O:24][CH2:25][CH3:26])=[O:23]. The yield is 0.480.